This data is from Reaction yield outcomes from USPTO patents with 853,638 reactions. The task is: Predict the reaction yield, written as a fraction of the theoretical maximum amount of product (1.0 means a 100% yield; for example, 0.34 means a 34% yield). (1) The reactants are [CH3:1][N:2]([CH:4](OC)OC)[CH3:3].[CH3:9][C:10]1[N:15]=[C:14]([C:16]#[C:17][C:18]2[CH:23]=[CH:22][CH:21]=[CH:20][CH:19]=2)[C:13]([NH2:24])=[CH:12][CH:11]=1. The catalyst is C1(C)C=CC=CC=1. The product is [CH3:1][N:2]([CH3:3])[CH:4]=[N:24][C:13]1[C:14]([C:16]#[C:17][C:18]2[CH:19]=[CH:20][CH:21]=[CH:22][CH:23]=2)=[N:15][C:10]([CH3:9])=[CH:11][CH:12]=1. The yield is 0.150. (2) The reactants are Cl[C:2]1[CH:7]=[CH:6][N:5]=[CH:4][C:3]=1[N+:8]([O-:10])=[O:9].C(N(CC)CC)C.[C:18]([O:22][C:23]([N:25]1[CH2:30][CH2:29][NH:28][CH2:27][CH2:26]1)=[O:24])([CH3:21])([CH3:20])[CH3:19]. The catalyst is O1CCOCC1. The product is [C:18]([O:22][C:23]([N:25]1[CH2:30][CH2:29][N:28]([C:2]2[CH:7]=[CH:6][N:5]=[CH:4][C:3]=2[N+:8]([O-:10])=[O:9])[CH2:27][CH2:26]1)=[O:24])([CH3:21])([CH3:19])[CH3:20]. The yield is 1.00. (3) The reactants are [Cl:1][C:2]1[CH:7]=[CH:6][N:5]2[C:8](I)=[C:9]([CH2:11][CH3:12])[N:10]=[C:4]2[CH:3]=1.[F:14][C:15]1[CH:16]=[CH:17][C:18]2=[C:19]([CH:35]=1)[O:20][CH2:21][C:22]1[CH:32]=[C:31]([CH:33]=[O:34])[CH:30]=[CH:29][C:23]=1/[C:24]/2=[C:25](/[CH3:28])\[C:26]#[N:27]. No catalyst specified. The product is [F:14][C:15]1[CH:16]=[CH:17][C:18]2=[C:19]([CH:35]=1)[O:20][CH2:21][C:22]1[CH:32]=[C:31]([CH:33]([C:8]3[N:5]4[CH:6]=[CH:7][C:2]([Cl:1])=[CH:3][C:4]4=[N:10][C:9]=3[CH2:11][CH3:12])[OH:34])[CH:30]=[CH:29][C:23]=1/[C:24]/2=[C:25](/[CH3:28])\[C:26]#[N:27]. The yield is 0.890. (4) The reactants are [Cl:1][C:2]1[C:11]2[C:6](=[CH:7][CH:8]=[CH:9][CH:10]=2)[CH:5]=[CH:4][C:3]=1[NH:12][CH2:13][CH2:14][NH:15]C(=O)OC(C)(C)C. The catalyst is C(OCC)C.Cl.O1CCOCC1. The product is [Cl-:1].[Cl:1][C:2]1[C:11]2[C:6](=[CH:7][CH:8]=[CH:9][CH:10]=2)[CH:5]=[CH:4][C:3]=1[NH:12][CH2:13][CH2:14][NH3+:15]. The yield is 0.920.